The task is: Regression. Given two drug SMILES strings and cell line genomic features, predict the synergy score measuring deviation from expected non-interaction effect.. This data is from Merck oncology drug combination screen with 23,052 pairs across 39 cell lines. (1) Drug 1: O=C(CCCCCCC(=O)Nc1ccccc1)NO. Drug 2: CCC1(O)C(=O)OCc2c1cc1n(c2=O)Cc2cc3c(CN(C)C)c(O)ccc3nc2-1. Cell line: EFM192B. Synergy scores: synergy=6.46. (2) Drug 1: CC1CC2C3CCC4=CC(=O)C=CC4(C)C3(F)C(O)CC2(C)C1(O)C(=O)CO. Drug 2: NC1(c2ccc(-c3nc4ccn5c(=O)[nH]nc5c4cc3-c3ccccc3)cc2)CCC1. Cell line: HT29. Synergy scores: synergy=11.5. (3) Drug 1: O=C(CCCCCCC(=O)Nc1ccccc1)NO. Drug 2: Nc1ccn(C2OC(CO)C(O)C2(F)F)c(=O)n1. Cell line: SKMES1. Synergy scores: synergy=-9.43. (4) Drug 1: COC12C(COC(N)=O)C3=C(C(=O)C(C)=C(N)C3=O)N1CC1NC12. Drug 2: CCc1cnn2c(NCc3ccc[n+]([O-])c3)cc(N3CCCCC3CCO)nc12. Cell line: RKO. Synergy scores: synergy=0.0373. (5) Drug 1: COC12C(COC(N)=O)C3=C(C(=O)C(C)=C(N)C3=O)N1CC1NC12. Drug 2: NC1(c2ccc(-c3nc4ccn5c(=O)[nH]nc5c4cc3-c3ccccc3)cc2)CCC1. Cell line: HCT116. Synergy scores: synergy=9.59. (6) Drug 1: N#Cc1ccc(Cn2cncc2CN2CCN(c3cccc(Cl)c3)C(=O)C2)cc1. Drug 2: O=C(CCCCCCC(=O)Nc1ccccc1)NO. Cell line: ES2. Synergy scores: synergy=11.1. (7) Drug 1: NC1(c2ccc(-c3nc4ccn5c(=O)[nH]nc5c4cc3-c3ccccc3)cc2)CCC1. Drug 2: CC1(c2nc3c(C(N)=O)cccc3[nH]2)CCCN1. Cell line: SKMEL30. Synergy scores: synergy=0.456.